From a dataset of TCR-epitope binding with 47,182 pairs between 192 epitopes and 23,139 TCRs. Binary Classification. Given a T-cell receptor sequence (or CDR3 region) and an epitope sequence, predict whether binding occurs between them. The TCR CDR3 sequence is CASSNDRAPGELFF. Result: 0 (the TCR does not bind to the epitope). The epitope is KEIDRLNEV.